Dataset: Full USPTO retrosynthesis dataset with 1.9M reactions from patents (1976-2016). Task: Predict the reactants needed to synthesize the given product. (1) Given the product [Cl:25][C:22]1[CH:23]=[CH:24][C:19]([NH:18][C:16]2[C:15]3[C:10](=[CH:11][CH:12]=[CH:13][CH:14]=3)[N:9]=[C:8]([C:6]3[CH:5]=[CH:4][CH:3]=[C:2]([O:27][CH3:26])[N:7]=3)[N:17]=2)=[CH:20][CH:21]=1, predict the reactants needed to synthesize it. The reactants are: Br[C:2]1[N:7]=[C:6]([C:8]2[N:17]=[C:16]([NH:18][C:19]3[CH:24]=[CH:23][C:22]([Cl:25])=[CH:21][CH:20]=3)[C:15]3[C:10](=[CH:11][CH:12]=[CH:13][CH:14]=3)[N:9]=2)[CH:5]=[CH:4][CH:3]=1.[CH3:26][O-:27].[Na+]. (2) Given the product [F:8][C:5]1[CH:6]=[CH:7][C:2]2[N:14]([C:15]3[CH:20]=[CH:19][CH:18]=[CH:17][C:16]=3[F:21])[S:11](=[O:13])(=[O:12])[CH2:10][CH2:9][C:3]=2[CH:4]=1, predict the reactants needed to synthesize it. The reactants are: Br[C:2]1[CH:7]=[CH:6][C:5]([F:8])=[CH:4][C:3]=1[CH2:9][CH2:10][S:11]([NH:14][C:15]1[CH:20]=[CH:19][CH:18]=[CH:17][C:16]=1[F:21])(=[O:13])=[O:12].C([O-])(=O)C.[Cs+]. (3) Given the product [F:23][C:24]([F:37])([F:36])[S:25]([O:16][C:7]1[C:8]2[C:9]([O:14][CH3:15])=[N:10][CH:11]=[CH:12][C:13]=2[N:5]([C:1]([CH3:4])([CH3:3])[CH3:2])[N:6]=1)(=[O:27])=[O:26], predict the reactants needed to synthesize it. The reactants are: [C:1]([N:5]1[C:13]2[CH:12]=[CH:11][N:10]=[C:9]([O:14][CH3:15])[C:8]=2[C:7](=[O:16])[NH:6]1)([CH3:4])([CH3:3])[CH3:2].N1C=CC=CC=1.[F:23][C:24]([F:37])([F:36])[S:25](O[S:25]([C:24]([F:37])([F:36])[F:23])(=[O:27])=[O:26])(=[O:27])=[O:26].[Cl-].[NH4+]. (4) Given the product [Br:20][C:15]1[CH:16]=[C:17]2[C:12](=[CH:13][C:14]=1[C:21]([P:24]([O:26][CH2:27][CH3:28])([O:29][CH2:30][CH3:31])=[O:25])([F:23])[F:22])[CH:11]=[C:10](/[CH:9]=[CH:32]/[C:34]1[CH:35]=[C:36]([CH:41]=[CH:42][CH:43]=1)[C:37]([O:39][CH3:40])=[O:38])[CH:19]=[CH:18]2, predict the reactants needed to synthesize it. The reactants are: C(OP([CH2:9][C:10]1[CH:19]=[CH:18][C:17]2[C:12](=[CH:13][C:14]([C:21]([P:24]([O:29][CH2:30][CH3:31])([O:26][CH2:27][CH3:28])=[O:25])([F:23])[F:22])=[C:15]([Br:20])[CH:16]=2)[CH:11]=1)(=O)OCC)C.[CH:32]([C:34]1[CH:35]=[C:36]([CH:41]=[CH:42][CH:43]=1)[C:37]([O:39][CH3:40])=[O:38])=O.CC(C)([O-])C.[K+]. (5) Given the product [CH3:9][O:8][C:6]1[CH:5]=[C:4]2[C:3]([C:10](=[O:19])[CH:11]=[C:12]([CH:14]3[CH2:18][CH2:17][CH2:16][O:15]3)[O:13]2)=[CH:2][CH:7]=1, predict the reactants needed to synthesize it. The reactants are: O[C:2]1[CH:7]=[C:6]([O:8][CH3:9])[CH:5]=[CH:4][C:3]=1[C:10](=[O:19])[CH2:11][C:12]([CH:14]1[CH2:18][CH2:17][CH2:16][O:15]1)=[O:13].